Dataset: Peptide-MHC class I binding affinity with 185,985 pairs from IEDB/IMGT. Task: Regression. Given a peptide amino acid sequence and an MHC pseudo amino acid sequence, predict their binding affinity value. This is MHC class I binding data. (1) The binding affinity (normalized) is 0.0847. The peptide sequence is HIDPMWKVL. The MHC is HLA-B18:01 with pseudo-sequence HLA-B18:01. (2) The peptide sequence is EEIDWIKTD. The MHC is HLA-B40:01 with pseudo-sequence HLA-B40:01. The binding affinity (normalized) is 0.0847.